From a dataset of CYP1A2 inhibition data for predicting drug metabolism from PubChem BioAssay. Regression/Classification. Given a drug SMILES string, predict its absorption, distribution, metabolism, or excretion properties. Task type varies by dataset: regression for continuous measurements (e.g., permeability, clearance, half-life) or binary classification for categorical outcomes (e.g., BBB penetration, CYP inhibition). Dataset: cyp1a2_veith. (1) The result is 1 (inhibitor). The molecule is CCCC1C(=O)N(c2ccccc2)C1c1ccccc1. (2) The drug is CC(=O)Nc1ccc(Nc2ncnc3c2cnn3-c2ccccc2)cc1. The result is 0 (non-inhibitor). (3) The molecule is C/C(CCc1ccc2c(c1)OCO2)=N\N=C1\NC(=O)CC(C(=O)Nc2ccccc2)S1. The result is 1 (inhibitor). (4) The molecule is CN(C)Cc1ccc(C(C)(C)C)cc1-c1cc(C(C)(C)C)ccc1CN(C)C. The result is 1 (inhibitor). (5) The molecule is NC(N)=NC(N)=Nc1ccccc1. The result is 1 (inhibitor). (6) The molecule is CCOc1cc(/C=N/n2cnnc2)ccc1OC(=O)c1cccc([N+](=O)[O-])c1. The result is 1 (inhibitor).